This data is from Full USPTO retrosynthesis dataset with 1.9M reactions from patents (1976-2016). The task is: Predict the reactants needed to synthesize the given product. (1) Given the product [F:8][C:5]1[CH:4]=[CH:3][C:2]([C:13]2[O:12][N:11]=[C:10]([CH3:9])[CH:14]=2)=[CH:7][N:6]=1, predict the reactants needed to synthesize it. The reactants are: Br[C:2]1[CH:3]=[CH:4][C:5]([F:8])=[N:6][CH:7]=1.[CH3:9][C:10]1[CH:14]=[C:13]([Sn](CCCC)(CCCC)CCCC)[O:12][N:11]=1.C1CCC(P(C2C(C3C=CC=CC=3)=CC=CC=2)C2CCCCC2)CC1.CN(C=O)C. (2) Given the product [Br:6][C:7]1[CH:8]=[CH:9][C:10]([O:25][CH:26]([F:27])[F:28])=[C:11]([CH:13]2[C:19](=[O:20])[C:18]([CH3:22])([CH3:21])[O:17][C:16]([CH3:24])([CH3:23])[C:15]2=[O:14])[CH:12]=1, predict the reactants needed to synthesize it. The reactants are: S(=O)(=O)(O)O.[Br:6][C:7]1[CH:8]=[CH:9][C:10]([O:25][CH:26]([F:28])[F:27])=[C:11]([CH:13]2[C:15]3([C:19](=[O:20])[C:18]([CH3:22])([CH3:21])[O:17][C:16]3([CH3:24])[CH3:23])[O:14]2)[CH:12]=1. (3) The reactants are: Cl[CH2:2][CH2:3][CH2:4][CH2:5][CH2:6][O:7][CH:8]1[CH2:13][CH2:12][CH2:11][CH2:10][O:9]1.[I-:14].[Na+].[Cl-].[Na+]. Given the product [I:14][CH2:2][CH2:3][CH2:4][CH2:5][CH2:6][O:7][CH:8]1[CH2:13][CH2:12][CH2:11][CH2:10][O:9]1, predict the reactants needed to synthesize it. (4) Given the product [CH2:26]([N:23]1[C:20]2=[N:21][CH:22]=[C:17]([C:15]3[CH2:16][C:11]4([CH2:10][CH:9]([OH:8])[CH2:12]4)[O:13][N:14]=3)[C:18]([NH:28][CH:29]3[CH2:34][CH2:33][O:32][CH2:31][CH2:30]3)=[C:19]2[CH:25]=[N:24]1)[CH3:27], predict the reactants needed to synthesize it. The reactants are: C([O:8][CH:9]1[CH2:12][C:11]2([CH2:16][C:15]([C:17]3[CH:22]=[N:21][C:20]4[N:23]([CH2:26][CH3:27])[N:24]=[CH:25][C:19]=4[C:18]=3[NH:28][CH:29]3[CH2:34][CH2:33][O:32][CH2:31][CH2:30]3)=[N:14][O:13]2)[CH2:10]1)C1C=CC=CC=1.